This data is from Forward reaction prediction with 1.9M reactions from USPTO patents (1976-2016). The task is: Predict the product of the given reaction. Given the reactants [CH2:1]([N:9]1[CH2:13][CH2:12][CH2:11][C:10]1=[O:14])[CH2:2][C:3]1[CH:8]=[CH:7][CH:6]=[CH:5][CH:4]=1.S(=O)(=O)(O)O.II.[I:22](O)(=O)(=O)=O, predict the reaction product. The product is: [I:22][C:6]1[CH:7]=[CH:8][C:3]([CH2:2][CH2:1][N:9]2[CH2:13][CH2:12][CH2:11][C:10]2=[O:14])=[CH:4][CH:5]=1.